From a dataset of Forward reaction prediction with 1.9M reactions from USPTO patents (1976-2016). Predict the product of the given reaction. (1) Given the reactants CO[C:3]1[CH:10]=[CH:9][C:6]([CH2:7]N)=[CH:5][CH:4]=1.O[C@@H]1[C@H](O)[C@@H](OC)C(C)(C)O[C@H]1OC1C(C)=C2C([CH:28]=[C:29]([NH:36][C:37]([C:39]3[CH:40]=[C:41](C4C=CC=C(C)C=4)[C:42]([O:45][CH3:46])=[CH:43][CH:44]=3)=O)[C:30](=O)O2)=CC=1.[O-]P([O-])([O-])=O.[K+].[K+].[K+].[NH:62]1[CH2:69][CH2:68][CH2:67][C@H:63]1[C:64](O)=[O:65].[CH3:70]S(C)=O, predict the reaction product. The product is: [CH3:46][O:45][C:42]1[CH:41]=[CH:40][C:39]([CH2:37][NH:36][C:29]2[CH:30]=[N:62][C:69]3[C:68]([CH:28]=2)=[CH:67][CH:63]=[C:64]([O:65][CH2:7][C:6]2[CH:9]=[CH:10][CH:3]=[CH:4][CH:5]=2)[CH:70]=3)=[CH:44][CH:43]=1. (2) The product is: [F:36][C:34]([F:37])([F:35])[C:32]1[CH:31]=[C:5]([CH:4]=[C:3]([C:2]([F:1])([F:38])[F:39])[CH:33]=1)[CH2:6][N:7]([C:8]1[N:42]=[N:43][NH:44][N:9]=1)[C@@H:10]1[C:19]2[C:14](=[CH:15][CH:16]=[C:17]([C:20]([F:22])([F:23])[F:21])[CH:18]=2)[N:13]([C:24]([O:26][CH2:27][CH3:28])=[O:25])[C@H:12]([CH2:29][CH3:30])[CH2:11]1. Given the reactants [F:1][C:2]([F:39])([F:38])[C:3]1[CH:4]=[C:5]([CH:31]=[C:32]([C:34]([F:37])([F:36])[F:35])[CH:33]=1)[CH2:6][N:7]([C@@H:10]1[C:19]2[C:14](=[CH:15][CH:16]=[C:17]([C:20]([F:23])([F:22])[F:21])[CH:18]=2)[N:13]([C:24]([O:26][CH2:27][CH3:28])=[O:25])[C@H:12]([CH2:29][CH3:30])[CH2:11]1)[C:8]#[N:9].[Cl-].[NH4+].[N-:42]=[N+:43]=[N-:44].[Na+], predict the reaction product. (3) Given the reactants [NH2:1][C:2]1[CH:7]=[C:6]([Cl:8])[C:5]([C:9]([F:12])([F:11])[F:10])=[CH:4][C:3]=1[NH:13][C:14](=O)[CH2:15][CH2:16][CH:17]1[CH2:20][C:19](=[O:21])[CH2:18]1, predict the reaction product. The product is: [Cl:8][C:6]1[C:5]([C:9]([F:12])([F:11])[F:10])=[CH:4][C:3]2[N:13]=[C:14]([CH2:15][CH2:16][CH:17]3[CH2:20][C:19](=[O:21])[CH2:18]3)[NH:1][C:2]=2[CH:7]=1. (4) Given the reactants [NH2:1][C:2]1[CH:3]=[C:4]([C:8]([C:10]2[C:14]3[CH:15]=[N:16][CH:17]=[CH:18][C:13]=3[N:12]([C:19]([CH3:30])([CH3:29])[CH2:20][O:21][Si:22]([C:25]([CH3:28])([CH3:27])[CH3:26])([CH3:24])[CH3:23])[CH:11]=2)=[O:9])[CH:5]=[N:6][CH:7]=1.[F:31][C:32]([F:43])([F:42])[C:33]1[N:34]=[N:35][N:36]([CH2:38][C:39](O)=[O:40])[CH:37]=1, predict the reaction product. The product is: [Si:22]([O:21][CH2:20][C:19]([N:12]1[C:13]2[CH:18]=[CH:17][N:16]=[CH:15][C:14]=2[C:10]([C:8]([C:4]2[CH:3]=[C:2]([NH:1][C:39](=[O:40])[CH2:38][N:36]3[CH:37]=[C:33]([C:32]([F:42])([F:31])[F:43])[N:34]=[N:35]3)[CH:7]=[N:6][CH:5]=2)=[O:9])=[CH:11]1)([CH3:30])[CH3:29])([C:25]([CH3:28])([CH3:27])[CH3:26])([CH3:23])[CH3:24]. (5) Given the reactants C([O:3][C:4](=[O:26])[CH2:5][C:6]1[N:14]2[C:9]([CH:10]=[C:11]([C:15]#[N:16])[CH:12]=[CH:13]2)=[C:8]([CH2:17][C:18]2[CH:23]=[CH:22][C:21]([Cl:24])=[CH:20][CH:19]=2)[C:7]=1[CH3:25])C.[OH-].[Na+], predict the reaction product. The product is: [Cl:24][C:21]1[CH:22]=[CH:23][C:18]([CH2:17][C:8]2[C:7]([CH3:25])=[C:6]([CH2:5][C:4]([OH:26])=[O:3])[N:14]3[C:9]=2[CH:10]=[C:11]([C:15]#[N:16])[CH:12]=[CH:13]3)=[CH:19][CH:20]=1. (6) Given the reactants [Cl:1][C:2]1[C:3]([O:9][C:10]2[CH:15]=[C:14]([O:16][CH2:17][CH2:18][O:19][CH3:20])[CH:13]=[CH:12][C:11]=2/[CH:21]=[CH:22]/[C:23]([O:25]CC)=[O:24])=[N:4][CH:5]=[C:6]([Cl:8])[CH:7]=1.[OH-].[Na+], predict the reaction product. The product is: [Cl:1][C:2]1[C:3]([O:9][C:10]2[CH:15]=[C:14]([O:16][CH2:17][CH2:18][O:19][CH3:20])[CH:13]=[CH:12][C:11]=2/[CH:21]=[CH:22]/[C:23]([OH:25])=[O:24])=[N:4][CH:5]=[C:6]([Cl:8])[CH:7]=1. (7) Given the reactants [C:1]([O:5][C:6](=[O:21])[C@H:7]([CH2:16][CH2:17][C:18]([OH:20])=[O:19])[NH:8][C:9]([O:11][C:12]([CH3:15])([CH3:14])[CH3:13])=[O:10])([CH3:4])([CH3:3])[CH3:2].[N+](=[CH2:24])=[N-], predict the reaction product. The product is: [C:1]([O:5][C:6](=[O:21])[C@H:7]([CH2:16][CH2:17][C:18]([O:20][CH3:24])=[O:19])[NH:8][C:9]([O:11][C:12]([CH3:13])([CH3:14])[CH3:15])=[O:10])([CH3:2])([CH3:3])[CH3:4]. (8) Given the reactants [N:1]1([C:7]2[C:8]3[N:9]([CH:18]=[N:19][CH:20]=3)[C:10]([C:13]3[S:14][CH:15]=[CH:16][CH:17]=3)=[CH:11][N:12]=2)[CH2:6][CH2:5][NH:4][CH2:3][CH2:2]1.O1C=CC(C2N3C=NN=C3C(N3CCNCC3)=NC=2)=[CH:22]1, predict the reaction product. The product is: [CH3:22][N:4]1[CH2:5][CH2:6][N:1]([C:7]2[C:8]3[N:9]([CH:18]=[N:19][CH:20]=3)[C:10]([C:13]3[S:14][CH:15]=[CH:16][CH:17]=3)=[CH:11][N:12]=2)[CH2:2][CH2:3]1. (9) Given the reactants [OH:1][CH2:2][CH2:3][N:4]([CH:22]([CH3:24])[CH3:23])[C:5]([C:7]1[S:8][C:9]2[CH2:10][CH2:11][O:12][C:13]3[CH:20]=[CH:19][C:18](Br)=[CH:17][C:14]=3[C:15]=2[N:16]=1)=[O:6].[CH3:25][O:26][C:27]1[C:32](B(O)O)=[CH:31][CH:30]=[CH:29][N:28]=1, predict the reaction product. The product is: [OH:1][CH2:2][CH2:3][N:4]([CH:22]([CH3:24])[CH3:23])[C:5]([C:7]1[S:8][C:9]2[CH2:10][CH2:11][O:12][C:13]3[CH:20]=[CH:19][C:18]([C:32]4[C:27]([O:26][CH3:25])=[N:28][CH:29]=[CH:30][CH:31]=4)=[CH:17][C:14]=3[C:15]=2[N:16]=1)=[O:6].